From a dataset of NCI-60 drug combinations with 297,098 pairs across 59 cell lines. Regression. Given two drug SMILES strings and cell line genomic features, predict the synergy score measuring deviation from expected non-interaction effect. (1) Drug 1: CN(C(=O)NC(C=O)C(C(C(CO)O)O)O)N=O. Drug 2: C1CCC(C(C1)N)N.C(=O)(C(=O)[O-])[O-].[Pt+4]. Cell line: MCF7. Synergy scores: CSS=10.5, Synergy_ZIP=-7.67, Synergy_Bliss=-3.51, Synergy_Loewe=-22.4, Synergy_HSA=-2.82. (2) Drug 1: CC1=C2C(C(=O)C3(C(CC4C(C3C(C(C2(C)C)(CC1OC(=O)C(C(C5=CC=CC=C5)NC(=O)OC(C)(C)C)O)O)OC(=O)C6=CC=CC=C6)(CO4)OC(=O)C)OC)C)OC. Drug 2: C1C(C(OC1N2C=NC3=C2NC=NCC3O)CO)O. Cell line: UO-31. Synergy scores: CSS=47.2, Synergy_ZIP=5.39, Synergy_Bliss=5.28, Synergy_Loewe=-25.3, Synergy_HSA=8.44. (3) Drug 2: CC1=C(N=C(N=C1N)C(CC(=O)N)NCC(C(=O)N)N)C(=O)NC(C(C2=CN=CN2)OC3C(C(C(C(O3)CO)O)O)OC4C(C(C(C(O4)CO)O)OC(=O)N)O)C(=O)NC(C)C(C(C)C(=O)NC(C(C)O)C(=O)NCCC5=NC(=CS5)C6=NC(=CS6)C(=O)NCCC[S+](C)C)O. Cell line: DU-145. Drug 1: CC1=C2C(C(=O)C3(C(CC4C(C3C(C(C2(C)C)(CC1OC(=O)C(C(C5=CC=CC=C5)NC(=O)OC(C)(C)C)O)O)OC(=O)C6=CC=CC=C6)(CO4)OC(=O)C)OC)C)OC. Synergy scores: CSS=57.7, Synergy_ZIP=4.65, Synergy_Bliss=3.45, Synergy_Loewe=-3.66, Synergy_HSA=5.47. (4) Drug 2: CC1=CC=C(C=C1)C2=CC(=NN2C3=CC=C(C=C3)S(=O)(=O)N)C(F)(F)F. Cell line: OVCAR-8. Drug 1: C1CCC(C1)C(CC#N)N2C=C(C=N2)C3=C4C=CNC4=NC=N3. Synergy scores: CSS=5.49, Synergy_ZIP=1.84, Synergy_Bliss=4.52, Synergy_Loewe=2.23, Synergy_HSA=2.63. (5) Cell line: U251. Synergy scores: CSS=46.0, Synergy_ZIP=-2.51, Synergy_Bliss=-1.47, Synergy_Loewe=-5.11, Synergy_HSA=-2.72. Drug 2: CC1C(C(CC(O1)OC2CC(OC(C2O)C)OC3=CC4=CC5=C(C(=O)C(C(C5)C(C(=O)C(C(C)O)O)OC)OC6CC(C(C(O6)C)O)OC7CC(C(C(O7)C)O)OC8CC(C(C(O8)C)O)(C)O)C(=C4C(=C3C)O)O)O)O. Drug 1: CC1C(C(=O)NC(C(=O)N2CCCC2C(=O)N(CC(=O)N(C(C(=O)O1)C(C)C)C)C)C(C)C)NC(=O)C3=C4C(=C(C=C3)C)OC5=C(C(=O)C(=C(C5=N4)C(=O)NC6C(OC(=O)C(N(C(=O)CN(C(=O)C7CCCN7C(=O)C(NC6=O)C(C)C)C)C)C(C)C)C)N)C. (6) Drug 1: C1=NNC2=C1C(=O)NC=N2. Drug 2: CN(C(=O)NC(C=O)C(C(C(CO)O)O)O)N=O. Cell line: RPMI-8226. Synergy scores: CSS=8.03, Synergy_ZIP=-1.12, Synergy_Bliss=1.83, Synergy_Loewe=4.34, Synergy_HSA=2.44.